From a dataset of Catalyst prediction with 721,799 reactions and 888 catalyst types from USPTO. Predict which catalyst facilitates the given reaction. (1) Reactant: [N+:1]([C:4]1[CH:9]=[CH:8][C:7]([C:10]2[CH:15]=[CH:14][C:13]([NH:16][C:17](=[O:21])[CH2:18][CH2:19][CH3:20])=[CH:12][CH:11]=2)=[CH:6][CH:5]=1)([O-])=O.[Cl-].[NH4+].O.[CH3:25]O. Product: [NH2:1][C:4]1[CH:9]=[CH:8][C:7]([C:10]2[CH:15]=[CH:14][C:13]([NH:16][C:17](=[O:21])[CH2:18][CH2:19][CH2:20][CH3:25])=[CH:12][CH:11]=2)=[CH:6][CH:5]=1. The catalyst class is: 292. (2) Reactant: [C:1]([C:4]1[C:22](=[O:23])[C@@:8]2([CH3:24])[C:9]3[C:15]([OH:16])=[CH:14][C:13]([O:17][CH3:18])=[C:12]([C:19]([NH2:21])=[O:20])[C:10]=3[O:11][C:7]2=[CH:6][C:5]=1[OH:25])(=[O:3])[CH3:2].[Cl:26][C:27]1[CH:32]=[CH:31][C:30]([S:33]([NH:36][C:37]2[CH:42]=[C:41]([CH3:43])[C:40]([CH:44]=O)=[C:39]([CH3:46])[CH:38]=2)(=[O:35])=[O:34])=[CH:29][CH:28]=1.C([SiH](CC)CC)C.FC(F)(F)C(O)=O. Product: [C:1]([C:4]1[C:22](=[O:23])[C@@:8]2([CH3:24])[C:9]3[C:15]([OH:16])=[CH:14][C:13]([O:17][CH3:18])=[C:12]([C:19]([NH:21][CH2:44][C:40]4[C:41]([CH3:43])=[CH:42][C:37]([NH:36][S:33]([C:30]5[CH:31]=[CH:32][C:27]([Cl:26])=[CH:28][CH:29]=5)(=[O:34])=[O:35])=[CH:38][C:39]=4[CH3:46])=[O:20])[C:10]=3[O:11][C:7]2=[CH:6][C:5]=1[OH:25])(=[O:3])[CH3:2]. The catalyst class is: 10.